The task is: Predict which catalyst facilitates the given reaction.. This data is from Catalyst prediction with 721,799 reactions and 888 catalyst types from USPTO. Reactant: [CH3:1][C:2]1[C:3]([CH2:15][O:16][C:17]2[CH:22]=[CH:21][C:20]([C:23]3[C:27]([CH:28]=[O:29])=[C:26]([O:30][CH2:31][CH3:32])[N:25]([CH3:33])[N:24]=3)=[CH:19][C:18]=2[CH3:34])=[C:4]([N:8]2[C:12](=[O:13])[N:11]([CH3:14])[N:10]=[N:9]2)[CH:5]=[CH:6][CH:7]=1.[CH3:35]N(C)C=O.C(O)C#C.[H-].[Na+]. Product: [CH3:1][C:2]1[C:3]([CH2:15][O:16][C:17]2[CH:22]=[CH:21][C:20]([C:23]3[C:27]([CH:28]=[O:29])=[C:26]([O:30][CH2:31][C:32]#[CH:35])[N:25]([CH3:33])[N:24]=3)=[CH:19][C:18]=2[CH3:34])=[C:4]([N:8]2[C:12](=[O:13])[N:11]([CH3:14])[N:10]=[N:9]2)[CH:5]=[CH:6][CH:7]=1. The catalyst class is: 6.